From a dataset of Full USPTO retrosynthesis dataset with 1.9M reactions from patents (1976-2016). Predict the reactants needed to synthesize the given product. (1) Given the product [CH3:1][O:2][C:3]1[CH:4]=[C:5]([CH:21]=[CH:22][CH:23]=1)[CH2:6][CH:7]1[C:16]2[C:11](=[CH:12][C:13]([O:19][CH3:20])=[C:14]([O:17][CH3:18])[CH:15]=2)[CH2:10][CH2:9][N:8]1[CH2:25][C:26]([NH:34][CH2:33][C:32]1[CH:35]=[CH:36][CH:37]=[C:30]([CH3:29])[CH:31]=1)=[O:27], predict the reactants needed to synthesize it. The reactants are: [CH3:1][O:2][C:3]1[CH:4]=[C:5]([CH:21]=[CH:22][CH:23]=1)[CH2:6][CH:7]1[C:16]2[C:11](=[CH:12][C:13]([O:19][CH3:20])=[C:14]([O:17][CH3:18])[CH:15]=2)[CH2:10][CH2:9][NH:8]1.Br[CH2:25][C:26](Br)=[O:27].[CH3:29][C:30]1[CH:31]=[C:32]([CH:35]=[CH:36][CH:37]=1)[CH2:33][NH2:34]. (2) Given the product [Cl:8][C:6]1[CH:5]=[C:4]([C:9]2([C:15]([F:18])([F:17])[F:16])[CH2:10][CH:11]=[CH:12][O:13]2)[CH:3]=[C:2]([Cl:1])[CH:7]=1, predict the reactants needed to synthesize it. The reactants are: [Cl:1][C:2]1[CH:3]=[C:4]([C:9]2([C:15]([F:18])([F:17])[F:16])[O:13][CH:12](O)[CH2:11][CH2:10]2)[CH:5]=[C:6]([Cl:8])[CH:7]=1.C1(C)C=CC(S([O-])(=O)=O)=CC=1.[NH+]1C=CC=CC=1.